Dataset: Full USPTO retrosynthesis dataset with 1.9M reactions from patents (1976-2016). Task: Predict the reactants needed to synthesize the given product. (1) Given the product [C:28]([O:32][C:33](=[O:52])[N:34]([C:43]1[CH:48]=[CH:47][C:46]([CH:49]([C:12]2[C:13]3[C:18]([CH:19]4[CH2:21][CH2:20]4)=[N:17][CH:16]=[N:15][C:14]=3[N:10]([S:7]([C:1]3[CH:6]=[CH:5][CH:4]=[CH:3][CH:2]=3)(=[O:9])=[O:8])[CH:11]=2)[OH:50])=[C:45]([F:51])[N:44]=1)[C:35]1[CH:36]=[N:37][C:38]([O:41][CH3:42])=[CH:39][CH:40]=1)([CH3:31])([CH3:29])[CH3:30], predict the reactants needed to synthesize it. The reactants are: [C:1]1([S:7]([N:10]2[C:14]3[N:15]=[CH:16][N:17]=[C:18]([CH:19]4[CH2:21][CH2:20]4)[C:13]=3[C:12](I)=[CH:11]2)(=[O:9])=[O:8])[CH:6]=[CH:5][CH:4]=[CH:3][CH:2]=1.C([Mg]Cl)(C)C.[C:28]([O:32][C:33](=[O:52])[N:34]([C:43]1[CH:48]=[CH:47][C:46]([CH:49]=[O:50])=[C:45]([F:51])[N:44]=1)[C:35]1[CH:36]=[N:37][C:38]([O:41][CH3:42])=[CH:39][CH:40]=1)([CH3:31])([CH3:30])[CH3:29].O. (2) Given the product [Cl:1][C:2]1[CH:3]=[C:4]([N:11]2[C:15](=[O:16])[N:14]([CH3:17])[N:13]=[N:12]2)[CH:5]=[C:6]([N+:8]([O-:10])=[O:9])[CH:7]=1, predict the reactants needed to synthesize it. The reactants are: [Cl:1][C:2]1[CH:3]=[C:4]([N:11]2[C:15](=[O:16])[NH:14][N:13]=[N:12]2)[CH:5]=[C:6]([N+:8]([O-:10])=[O:9])[CH:7]=1.[CH3:17]N(C=O)C.C([O-])([O-])=O.[K+].[K+].IC. (3) Given the product [NH:39]1[C:38]([CH2:37][O:36][C:35]2[CH:34]=[CH:33][C:32]([CH2:31][C@@H:10]3[CH2:9][NH:8][CH2:13][CH2:12][N:11]3[C:14](=[O:30])[CH2:15][CH2:16][C:17]3[CH:22]=[CH:21][CH:20]=[CH:19][C:18]=3[O:23][C:24]3[CH:29]=[CH:28][CH:27]=[CH:26][CH:25]=3)=[CH:41][CH:40]=2)=[N:46][N:45]=[N:44]1, predict the reactants needed to synthesize it. The reactants are: C([N:8]1[CH2:13][CH2:12][N:11]([C:14](=[O:30])[CH2:15][CH2:16][C:17]2[CH:22]=[CH:21][CH:20]=[CH:19][C:18]=2[O:23][C:24]2[CH:29]=[CH:28][CH:27]=[CH:26][CH:25]=2)[C@H:10]([CH2:31][C:32]2[CH:41]=[CH:40][C:35]([O:36][CH2:37][C:38]#[N:39])=[CH:34][CH:33]=2)[CH2:9]1)C1C=CC=CC=1.[Cl-].[NH4+].[N-:44]=[N+:45]=[N-:46].[Na+].C([O-])=O.[NH4+]. (4) Given the product [C:1]([O:5][C:6](=[O:16])[NH:7][C@@H:8]1[CH2:13][CH2:12][CH2:11][CH2:10][C@H:9]1[CH2:14][C:29]1[CH:28]=[CH:27][C:26]([N:32]2[CH2:33][C:34](=[O:45])[N:35]([CH2:39][CH2:40][Si:41]([CH3:44])([CH3:43])[CH3:42])[S:36]2(=[O:38])=[O:37])=[C:25]([O:24][CH2:17][C:18]2[CH:23]=[CH:22][CH:21]=[CH:20][CH:19]=2)[CH:30]=1)([CH3:4])([CH3:3])[CH3:2], predict the reactants needed to synthesize it. The reactants are: [C:1]([O:5][C:6](=[O:16])[NH:7][C@@H:8]1[CH2:13][CH2:12][CH2:11][CH2:10][C@H:9]1[CH2:14]I)([CH3:4])([CH3:3])[CH3:2].[CH2:17]([O:24][C:25]1[CH:30]=[C:29](I)[CH:28]=[CH:27][C:26]=1[N:32]1[S:36](=[O:38])(=[O:37])[N:35]([CH2:39][CH2:40][Si:41]([CH3:44])([CH3:43])[CH3:42])[C:34](=[O:45])[CH2:33]1)[C:18]1[CH:23]=[CH:22][CH:21]=[CH:20][CH:19]=1. (5) The reactants are: [NH2:1][C:2]1[CH:7]=[CH:6][C:5]([CH2:8][C:9]#[N:10])=[CH:4][CH:3]=1.[Br:11]N1C(=O)CCC1=O.O. Given the product [NH2:1][C:2]1[CH:7]=[CH:6][C:5]([CH2:8][C:9]#[N:10])=[CH:4][C:3]=1[Br:11], predict the reactants needed to synthesize it. (6) Given the product [CH3:83][O:84][CH2:85][C:86]([O:76][CH2:75][C:71]1[CH:72]=[CH:73][CH:74]=[C:69]([N:44]2[C:45]([NH:47][C:48](=[O:49])[NH:50][C:51]3[CH:67]=[CH:66][C:54]([O:55][C:56]4[CH:61]=[CH:60][N:59]=[C:58]([C:62](=[O:63])[NH:64][CH3:65])[CH:57]=4)=[CH:53][C:52]=3[F:68])=[CH:46][C:42]([C:38]([CH3:41])([CH3:39])[CH3:40])=[N:43]2)[CH:70]=1)=[O:87], predict the reactants needed to synthesize it. The reactants are: C(C1C=C([CH2+]=NC2C=CC(OC3C=CN=C(C(NC)=O)C=3)=CC=2F)N(C2C=CC=C(CO)C=2)N=1)(C)(C)C.[C:38]([C:42]1[CH:46]=[C:45]([NH:47][C:48]([NH:50][C:51]2[CH:67]=[CH:66][C:54]([O:55][C:56]3[CH:61]=[CH:60][N:59]=[C:58]([C:62]([NH:64][CH3:65])=[O:63])[CH:57]=3)=[CH:53][C:52]=2[F:68])=[O:49])[N:44]([C:69]2[CH:74]=[CH:73][CH:72]=[C:71]([CH2:75][OH:76])[CH:70]=2)[N:43]=1)([CH3:41])([CH3:40])[CH3:39].N1C=CC=CC=1.[CH3:83][O:84][CH2:85][C:86](Cl)=[O:87]. (7) Given the product [CH3:23][C:19]1([CH3:22])[O:18][CH2:17][CH:16]([CH2:15][O:14][C:11]2[C:10]([CH3:24])=[CH:9][N:8]=[C:7]([CH2:6][S:25][C:26]3[NH:30][C:29]4[CH:31]=[CH:32][CH:33]=[CH:34][C:28]=4[N:27]=3)[C:12]=2[CH3:13])[CH2:21][O:20]1, predict the reactants needed to synthesize it. The reactants are: CS(O[CH2:6][C:7]1[C:12]([CH3:13])=[C:11]([O:14][CH2:15][CH:16]2[CH2:21][O:20][C:19]([CH3:23])([CH3:22])[O:18][CH2:17]2)[C:10]([CH3:24])=[CH:9][N:8]=1)(=O)=O.[SH:25][C:26]1[NH:27][C:28]2[CH:34]=[CH:33][CH:32]=[CH:31][C:29]=2[N:30]=1.C(N(CC)CC)C.